Dataset: Reaction yield outcomes from USPTO patents with 853,638 reactions. Task: Predict the reaction yield, written as a fraction of the theoretical maximum amount of product (1.0 means a 100% yield; for example, 0.34 means a 34% yield). (1) The reactants are Cl[C:2]1[N:7]=[C:6]([NH:8][C@H:9]([C:11]2[CH:16]=[CH:15][C:14]([F:17])=[CH:13][CH:12]=2)[CH3:10])[C:5]([N+:18]([O-:20])=[O:19])=[CH:4][CH:3]=1.[CH:21]([O:24][C:25]1[NH:29][N:28]=[C:27]([NH2:30])[CH:26]=1)([CH3:23])[CH3:22].CCN(C(C)C)C(C)C. The catalyst is CCCCO. The product is [F:17][C:14]1[CH:15]=[CH:16][C:11]([C@@H:9]([NH:8][C:6]2[C:5]([N+:18]([O-:20])=[O:19])=[CH:4][CH:3]=[C:2]([NH:30][C:27]3[CH:26]=[C:25]([O:24][CH:21]([CH3:23])[CH3:22])[NH:29][N:28]=3)[N:7]=2)[CH3:10])=[CH:12][CH:13]=1. The yield is 0.220. (2) The reactants are C[O:2][CH:3](OC)[CH2:4][CH:5]([CH3:25])[C:6]([C:8]1[N:12]([C:13]2[CH:18]=[CH:17][C:16]([O:19][CH3:20])=[CH:15][CH:14]=2)[N:11]=[C:10]([CH2:21][CH3:22])[C:9]=1[C:23]#[N:24])=O.CN.Cl.O. The catalyst is CO.C(Cl)Cl. The product is [CH2:21]([C:10]1[C:9]([C:23]#[N:24])=[C:8]([C:6]2[O:2][CH:3]=[CH:4][C:5]=2[CH3:25])[N:12]([C:13]2[CH:14]=[CH:15][C:16]([O:19][CH3:20])=[CH:17][CH:18]=2)[N:11]=1)[CH3:22]. The yield is 0.300. (3) The reactants are [F:8][C:7]([F:10])([F:9])[C:6](O[C:6](=[O:11])[C:7]([F:10])([F:9])[F:8])=[O:11].[CH2:14]([N:21]1[CH2:28][C:25]2([CH2:27][CH2:26]2)[NH:24][CH2:23][CH2:22]1)[C:15]1[CH:20]=[CH:19][CH:18]=[CH:17][CH:16]=1.C(N(CC)CC)C.C(=O)(O)[O-].[Na+]. The catalyst is C(Cl)(Cl)Cl.ClCCl. The product is [CH2:14]([N:21]1[CH2:28][C:25]2([CH2:27][CH2:26]2)[N:24]([C:6](=[O:11])[C:7]([F:8])([F:9])[F:10])[CH2:23][CH2:22]1)[C:15]1[CH:20]=[CH:19][CH:18]=[CH:17][CH:16]=1. The yield is 1.00. (4) The catalyst is C(O)C. The reactants are [CH3:1][C:2]1([CH3:26])[O:6][C@H:5]([CH2:7][N:8]2[C:16]3[C:11](=[CH:12][C:13]([N+:18]([O-])=O)=[C:14]([F:17])[CH:15]=3)[CH:10]=[C:9]2[C:21]([CH3:25])([CH3:24])[CH2:22][OH:23])[CH2:4][O:3]1. The product is [NH2:18][C:13]1[CH:12]=[C:11]2[C:16](=[CH:15][C:14]=1[F:17])[N:8]([CH2:7][C@@H:5]1[CH2:4][O:3][C:2]([CH3:1])([CH3:26])[O:6]1)[C:9]([C:21]([CH3:25])([CH3:24])[CH2:22][OH:23])=[CH:10]2. The yield is 0.790. (5) The reactants are [F:1][C:2]1[CH:10]=[CH:9][C:5]([C:6]([OH:8])=O)=[CH:4][C:3]=1[NH:11][CH2:12][C:13]1[S:17][C:16]([NH:18][C:19]2[CH:24]=[CH:23][CH:22]=[CH:21][N:20]=2)=[N:15][CH:14]=1.CN(C(ON1N=NC2C=CC=NC1=2)=[N+](C)C)C.F[P-](F)(F)(F)(F)F.[F:49][C:50]([F:55])([CH2:53][NH2:54])[CH2:51][NH2:52].CCN(C(C)C)C(C)C. The catalyst is CN(C=O)C.C1COCC1.C(Cl)Cl. The product is [NH2:52][CH2:51][C:50]([F:55])([F:49])[CH2:53][NH:54][C:6](=[O:8])[C:5]1[CH:9]=[CH:10][C:2]([F:1])=[C:3]([NH:11][CH2:12][C:13]2[S:17][C:16]([NH:18][C:19]3[CH:24]=[CH:23][CH:22]=[CH:21][N:20]=3)=[N:15][CH:14]=2)[CH:4]=1. The yield is 0.650. (6) The reactants are [Cl:1][C:2]1[N:7]=[N:6][C:5]([N:8]2[CH2:12][C@@H:11]([C:13]3[CH:18]=[CH:17][C:16]([F:19])=[CH:15][C:14]=3[F:20])[C@H:10]([C:21]([O-:23])=[O:22])[CH2:9]2)=[CH:4][CH:3]=1.[Li+].CC1CC=CCC=1. The catalyst is C(O)C.[Pd]. The product is [ClH:1].[F:20][C:14]1[CH:15]=[C:16]([F:19])[CH:17]=[CH:18][C:13]=1[C@@H:11]1[CH2:12][N:8]([C:5]2[N:6]=[N:7][CH:2]=[CH:3][CH:4]=2)[CH2:9][C@H:10]1[C:21]([OH:23])=[O:22]. The yield is 0.620.